From a dataset of Catalyst prediction with 721,799 reactions and 888 catalyst types from USPTO. Predict which catalyst facilitates the given reaction. (1) Reactant: [F:1][C:2]1[CH:7]=[CH:6][C:5]([C@@H:8]2[CH2:13][C:12](=[O:14])[CH:11]=[CH:10][NH:9]2)=[CH:4][CH:3]=1.[Li]CCCC.[Br:20][C:21]1[CH:22]=[C:23]2[C:27](=[CH:28][C:29]=1[N:30]=[C:31]=[O:32])[N:26]([S:33]([C:36]1[CH:41]=[CH:40][C:39]([CH3:42])=[CH:38][CH:37]=1)(=[O:35])=[O:34])[N:25]=[C:24]2[CH3:43]. Product: [Br:20][C:21]1[CH:22]=[C:23]2[C:27](=[CH:28][C:29]=1[NH:30][C:31]([N:9]1[CH:10]=[CH:11][C:12](=[O:14])[CH2:13][C@H:8]1[C:5]1[CH:6]=[CH:7][C:2]([F:1])=[CH:3][CH:4]=1)=[O:32])[N:26]([S:33]([C:36]1[CH:41]=[CH:40][C:39]([CH3:42])=[CH:38][CH:37]=1)(=[O:35])=[O:34])[N:25]=[C:24]2[CH3:43]. The catalyst class is: 1. (2) Reactant: [NH2:1][C:2]1[CH:3]=[C:4]([CH:7]=[CH:8][N:9]=1)[C:5]#[N:6].CCN(CC)CC. Product: [NH2:6][CH2:5][C:4]1[CH:7]=[CH:8][N:9]=[C:2]([NH2:1])[CH:3]=1. The catalyst class is: 50.